This data is from Full USPTO retrosynthesis dataset with 1.9M reactions from patents (1976-2016). The task is: Predict the reactants needed to synthesize the given product. Given the product [Cl:38][C:39]1[CH:59]=[CH:58][C:42]([CH2:43][N:44]2[C:48]([C:49]([F:52])([F:51])[F:50])=[N:47][N:46]=[C:45]2[C@H:53]2[CH2:57][CH2:56][CH2:55][N:54]2[C:2]([NH:25][C@@H:19]2[C:18]3[C:23](=[CH:24][C:15]([C:14]([F:13])([F:26])[F:27])=[CH:16][CH:17]=3)[O:22][CH2:21][CH2:20]2)=[O:4])=[CH:41][CH:40]=1, predict the reactants needed to synthesize it. The reactants are: Cl[C:2](Cl)([O:4]C(=O)OC(Cl)(Cl)Cl)Cl.[F:13][C:14]([F:27])([F:26])[C:15]1[CH:24]=[C:23]2[C:18]([C@@H:19]([NH2:25])[CH2:20][CH2:21][O:22]2)=[CH:17][CH:16]=1.C(N(CC)C(C)C)(C)C.Cl.[Cl:38][C:39]1[CH:59]=[CH:58][C:42]([CH2:43][N:44]2[C:48]([C:49]([F:52])([F:51])[F:50])=[N:47][N:46]=[C:45]2[C@H:53]2[CH2:57][CH2:56][CH2:55][NH:54]2)=[CH:41][CH:40]=1.C([O-])(O)=O.[Na+].